This data is from Retrosynthesis with 50K atom-mapped reactions and 10 reaction types from USPTO. The task is: Predict the reactants needed to synthesize the given product. (1) Given the product Nc1ccc2c(c1)CCN(C(=O)C(F)(F)F)CC2, predict the reactants needed to synthesize it. The reactants are: O=C(N1CCc2ccc([N+](=O)[O-])cc2CC1)C(F)(F)F. (2) Given the product CC1(C)COc2ccc(O)cc21, predict the reactants needed to synthesize it. The reactants are: COc1ccc2c(c1)C(C)(C)CO2. (3) Given the product O=C(N[C@@H]1Cc2ccccc2[C@H]1CO)c1cc2cc(Cl)sc2[nH]1, predict the reactants needed to synthesize it. The reactants are: CC(C)(C)[Si](C)(C)OC[C@@H]1c2ccccc2C[C@H]1NC(=O)c1cc2cc(Cl)sc2[nH]1. (4) Given the product CC(C)(C)OC(=O)N1CCC(OC2CCN(c3ccc(C#N)cn3)CC2)CC1, predict the reactants needed to synthesize it. The reactants are: CC(C)(C)OC(=O)N1CCC(OC2CCNCC2)CC1.N#Cc1ccc(Cl)nc1. (5) Given the product COC(=O)C1(CO)CCNCC1, predict the reactants needed to synthesize it. The reactants are: COC(=O)C1(CO)CCN(C(=O)OC(C)(C)C)CC1. (6) Given the product CC(=O)c1nc(NC(=O)c2c(F)cccc2F)sc1-c1cccc(C(F)(F)F)c1, predict the reactants needed to synthesize it. The reactants are: CC(O)c1nc(NC(=O)c2c(F)cccc2F)sc1-c1cccc(C(F)(F)F)c1.